Dataset: Reaction yield outcomes from USPTO patents with 853,638 reactions. Task: Predict the reaction yield, written as a fraction of the theoretical maximum amount of product (1.0 means a 100% yield; for example, 0.34 means a 34% yield). The reactants are [NH2:1][CH2:2][C:3]1[CH:8]=[CH:7][C:6]([C:9]2[C:14]([CH3:15])=[CH:13][CH:12]=[C:11]([NH:16][C:17]([C:19]3([C:22]4[CH:30]=[CH:29][C:25]5[O:26][CH2:27][O:28][C:24]=5[CH:23]=4)[CH2:21][CH2:20]3)=[O:18])[CH:10]=2)=[CH:5][CH:4]=1.[CH:31](=O)[CH2:32][CH3:33].[BH4-].[Na+]. The catalyst is ClCCl.COCCOC.O. The product is [O:26]1[C:25]2[CH:29]=[CH:30][C:22]([C:19]3([C:17]([NH:16][C:11]4[CH:10]=[C:9]([C:6]5[CH:5]=[CH:4][C:3]([CH2:2][NH:1][CH2:31][CH2:32][CH3:33])=[CH:8][CH:7]=5)[C:14]([CH3:15])=[CH:13][CH:12]=4)=[O:18])[CH2:20][CH2:21]3)=[CH:23][C:24]=2[O:28][CH2:27]1. The yield is 0.140.